Task: Predict the product of the given reaction.. Dataset: Forward reaction prediction with 1.9M reactions from USPTO patents (1976-2016) (1) Given the reactants [CH2:1]([C:8]1[CH:9]=[C:10]([C:23]2[N:28]=[C:27]([CH3:29])[N:26]=[C:25]([N:30](CC3C=CC(OC)=CC=3)CC3C=CC(OC)=CC=3)[N:24]=2)[C:11]([NH:14][C:15]2[CH:16]=[N:17][C:18]([O:21][CH3:22])=[CH:19][CH:20]=2)=[N:12][CH:13]=1)[C:2]1[CH:7]=[CH:6][CH:5]=[CH:4][CH:3]=1.C(O)(C(F)(F)F)=O, predict the reaction product. The product is: [CH2:1]([C:8]1[CH:9]=[C:10]([C:23]2[N:28]=[C:27]([CH3:29])[N:26]=[C:25]([NH2:30])[N:24]=2)[C:11]([NH:14][C:15]2[CH:16]=[N:17][C:18]([O:21][CH3:22])=[CH:19][CH:20]=2)=[N:12][CH:13]=1)[C:2]1[CH:3]=[CH:4][CH:5]=[CH:6][CH:7]=1. (2) Given the reactants [CH3:1][C:2]1[N:3]=[CH:4][N:5]([C:7]2[C:36](=[O:37])[N:11]3[CH2:12][CH2:13][N:14]([C@@H:17]([CH3:35])[CH2:18][O:19][C:20]4[CH:25]=[CH:24][C:23]([N+:26]([O-])=O)=[CH:22][C:21]=4[S:29]([F:34])([F:33])([F:32])([F:31])[F:30])[C:15](=[O:16])[C:10]3=[CH:9][CH:8]=2)[CH:6]=1.C(O)C.[Cl-].[NH4+], predict the reaction product. The product is: [NH2:26][C:23]1[CH:24]=[CH:25][C:20]([O:19][CH2:18][C@@H:17]([N:14]2[CH2:13][CH2:12][N:11]3[C:36](=[O:37])[C:7]([N:5]4[CH:6]=[C:2]([CH3:1])[N:3]=[CH:4]4)=[CH:8][CH:9]=[C:10]3[C:15]2=[O:16])[CH3:35])=[C:21]([S:29]([F:30])([F:34])([F:33])([F:32])[F:31])[CH:22]=1. (3) Given the reactants [CH3:1][C:2]1[CH:10]=[C:9]([C:11]([F:14])([F:13])[F:12])[CH:8]=[CH:7][C:3]=1[C:4]([OH:6])=O.C([O:17][C:18](=[O:41])[C:19]([O:22][C:23]1[CH:28]=[CH:27][C:26]([O:29][C:30]2[CH:35]=[C:34]([F:36])[CH:33]=[C:32]([CH:37]([NH2:39])[CH3:38])[CH:31]=2)=[CH:25][C:24]=1[CH3:40])([CH3:21])[CH3:20])C, predict the reaction product. The product is: [F:36][C:34]1[CH:35]=[C:30]([CH:31]=[C:32]([CH:37]([NH:39][C:4](=[O:6])[C:3]2[CH:7]=[CH:8][C:9]([C:11]([F:14])([F:13])[F:12])=[CH:10][C:2]=2[CH3:1])[CH3:38])[CH:33]=1)[O:29][C:26]1[CH:27]=[CH:28][C:23]([O:22][C:19]([CH3:20])([CH3:21])[C:18]([OH:41])=[O:17])=[C:24]([CH3:40])[CH:25]=1. (4) The product is: [C:1]([O:5][C:6]([N:8]1[C:16]2[C:11](=[C:12]([CH3:18])[C:13]([O:17][CH2:20][C:21]3[CH:26]=[CH:25][C:24]([CH:27]4[CH2:28][CH2:29][CH2:30]4)=[C:23]([C:31]([F:32])([F:33])[F:34])[CH:22]=3)=[CH:14][CH:15]=2)[CH2:10][CH2:9]1)=[O:7])([CH3:4])([CH3:3])[CH3:2]. Given the reactants [C:1]([O:5][C:6]([N:8]1[C:16]2[C:11](=[C:12]([CH3:18])[C:13]([OH:17])=[CH:14][CH:15]=2)[CH2:10][CH2:9]1)=[O:7])([CH3:4])([CH3:3])[CH3:2].Cl[CH2:20][C:21]1[CH:26]=[CH:25][C:24]([CH:27]2[CH2:30][CH2:29][CH2:28]2)=[C:23]([C:31]([F:34])([F:33])[F:32])[CH:22]=1.C(=O)([O-])[O-].[K+].[K+].C(=O)(O)[O-].[Na+], predict the reaction product. (5) The product is: [Cl:1][C:2]1[CH:28]=[C:27]([Cl:29])[CH:26]=[CH:25][C:3]=1[CH2:4][O:5][CH2:6][C@H:7]1[O:11][CH:10]([O:12][CH3:13])[C:9](=[O:14])[C@@H:8]1[O:15][CH2:16][C:17]1[CH:22]=[CH:21][C:20]([Cl:23])=[CH:19][C:18]=1[Cl:24]. Given the reactants [Cl:1][C:2]1[CH:28]=[C:27]([Cl:29])[CH:26]=[CH:25][C:3]=1[CH2:4][O:5][CH2:6][C@H:7]1[O:11][CH:10]([O:12][CH3:13])[C@H:9]([OH:14])[C@@H:8]1[O:15][CH2:16][C:17]1[CH:22]=[CH:21][C:20]([Cl:23])=[CH:19][C:18]=1[Cl:24].ClN1C(=O)N(Cl)C(=O)N(Cl)C1=O.CC1(C)N([O])C(C)(C)CCC1, predict the reaction product.